Dataset: Peptide-MHC class I binding affinity with 185,985 pairs from IEDB/IMGT. Task: Regression. Given a peptide amino acid sequence and an MHC pseudo amino acid sequence, predict their binding affinity value. This is MHC class I binding data. (1) The peptide sequence is VFQSATKII. The MHC is HLA-A24:02 with pseudo-sequence HLA-A24:02. The binding affinity (normalized) is 1.00. (2) The peptide sequence is RRVVRGEQL. The MHC is HLA-B27:05 with pseudo-sequence HLA-B27:05. The binding affinity (normalized) is 0.950. (3) The peptide sequence is MPTDGLVGF. The MHC is HLA-A02:06 with pseudo-sequence HLA-A02:06. The binding affinity (normalized) is 0. (4) The peptide sequence is SSGCYIHFF. The MHC is HLA-A01:01 with pseudo-sequence HLA-A01:01. The binding affinity (normalized) is 0.513. (5) The peptide sequence is RAWDPQPAM. The MHC is HLA-B27:03 with pseudo-sequence HLA-B27:03. The binding affinity (normalized) is 0.0847. (6) The peptide sequence is RTNGASYAY. The MHC is HLA-A01:01 with pseudo-sequence HLA-A01:01. The binding affinity (normalized) is 0.511. (7) The peptide sequence is IPIGMQFDKV. The MHC is HLA-B51:01 with pseudo-sequence HLA-B51:01. The binding affinity (normalized) is 0.448.